From a dataset of Catalyst prediction with 721,799 reactions and 888 catalyst types from USPTO. Predict which catalyst facilitates the given reaction. (1) Reactant: [C:1]([N:4]1[CH2:9][CH2:8][N:7]([C:10]2[N:11]([CH2:32][C:33]([F:36])([F:35])[F:34])[C:12]3[C:17]([N:18]=2)=[C:16]([N:19]2[CH2:24][CH2:23][O:22][CH2:21][CH2:20]2)[N:15]=[C:14]([C:25]2[CH:26]=[N:27][C:28]([NH2:31])=[N:29][CH:30]=2)[N:13]=3)[CH2:6][C@@H:5]1[CH3:37])(=[O:3])[CH3:2].O.[C:39]1([CH3:49])[CH:44]=[CH:43][C:42]([S:45]([OH:48])(=[O:47])=[O:46])=[CH:41][CH:40]=1. Product: [C:39]1([CH3:49])[CH:40]=[CH:41][C:42]([S:45]([OH:48])(=[O:46])=[O:47])=[CH:43][CH:44]=1.[C:1]([N:4]1[CH2:9][CH2:8][N:7]([C:10]2[N:11]([CH2:32][C:33]([F:36])([F:35])[F:34])[C:12]3[C:17]([N:18]=2)=[C:16]([N:19]2[CH2:20][CH2:21][O:22][CH2:23][CH2:24]2)[N:15]=[C:14]([C:25]2[CH:26]=[N:27][C:28]([NH2:31])=[N:29][CH:30]=2)[N:13]=3)[CH2:6][C@@H:5]1[CH3:37])(=[O:3])[CH3:2]. The catalyst class is: 8. (2) Reactant: [H-].[Al+3].[Li+].[H-].[H-].[H-].[N:7]1([C:12]([C@@H:14]2[CH2:18][CH2:17][CH2:16][NH:15]2)=O)[CH2:11][CH2:10][CH2:9][CH2:8]1.O.[OH-].[Na+]. Product: [N:7]1([CH2:12][C@@H:14]2[CH2:18][CH2:17][CH2:16][NH:15]2)[CH2:11][CH2:10][CH2:9][CH2:8]1. The catalyst class is: 7. (3) Reactant: [NH2:1][C:2]1[C:7]([F:8])=[C:6]([C:9]2[CH:14]=[CH:13][C:12]([Cl:15])=[C:11]([O:16][CH3:17])[C:10]=2[F:18])[N:5]=[C:4]([C:19]([OH:21])=[O:20])[C:3]=1[Cl:22].C(C1NC=CN=1)(C1NC=CN=1)=O.C(=O)=O.[CH2:38](O)[C:39]1[CH:44]=[CH:43][CH:42]=[CH:41][CH:40]=1. Product: [NH2:1][C:2]1[C:7]([F:8])=[C:6]([C:9]2[CH:14]=[CH:13][C:12]([Cl:15])=[C:11]([O:16][CH3:17])[C:10]=2[F:18])[N:5]=[C:4]([C:19]([O:21][CH2:38][C:39]2[CH:44]=[CH:43][CH:42]=[CH:41][CH:40]=2)=[O:20])[C:3]=1[Cl:22]. The catalyst class is: 7. (4) Reactant: [CH3:1][O:2][C:3](=[O:8])[CH:4]([NH2:7])[CH2:5][OH:6].[C:9](O[C:9]([O:10][C:11]([CH3:14])([CH3:13])[CH3:12])=[O:15])(=[O:15])[O:10][C:11]([CH3:14])([CH3:13])[CH3:12].C(N(CC)CC)C.[NH4+].[Cl-]. Product: [CH3:1][O:2][C:3](=[O:8])[CH:4]([NH:7][C:9]([O:10][C:11]([CH3:14])([CH3:13])[CH3:12])=[O:15])[CH2:5][OH:6]. The catalyst class is: 2. (5) Reactant: Br[C:2]1[CH:3]=[C:4]([CH:8]2[C:13]([CH3:15])([CH3:14])[O:12][C:11]([NH:16][C@H:17]([C:19]3[CH:24]=[CH:23][CH:22]=[CH:21][C:20]=3[F:25])[CH3:18])=[N:10][S:9]2(=[O:27])=[O:26])[CH:5]=[CH:6][CH:7]=1. Product: [CH3:15][C:13]1([CH3:14])[O:12][C:11]([NH:16][C@H:17]([C:19]2[CH:24]=[CH:23][CH:22]=[CH:21][C:20]=2[F:25])[CH3:18])=[N:10][S:9](=[O:27])(=[O:26])[CH:8]1[C:4]1[CH:5]=[CH:6][CH:7]=[CH:2][CH:3]=1. The catalyst class is: 19. (6) Reactant: [CH3:1][C:2]1([CH3:9])[C:6]([CH3:8])([CH3:7])[O:5][BH:4][O:3]1.Br[C:11]1[CH:19]=[CH:18][CH:17]=[C:16]2[C:12]=1[CH:13]=[C:14]([C:20]#[N:21])[NH:15]2.C(N(CC)CC)C.C1(P(C2CCCCC2)C2C=CC=CC=2C2C=CC=CC=2)CCCCC1. Product: [CH3:1][C:2]1([CH3:9])[C:6]([CH3:8])([CH3:7])[O:5][B:4]([C:11]2[CH:19]=[CH:18][CH:17]=[C:16]3[C:12]=2[CH:13]=[C:14]([C:20]#[N:21])[NH:15]3)[O:3]1. The catalyst class is: 160. (7) Reactant: N([C:4]1[C:5]2[C:10]([N:11]=[C:12]3[C:17]=1[CH:16]=[CH:15][CH:14]=[CH:13]3)=[CH:9][CH:8]=[CH:7][CH:6]=2)=C=S.CC(N)[C@H]1O[C@H](O[C@H]2[C@H](O)[C@@H](O[C@H]3OC[C@@](O)(C)[C@H]([NH:43]C)[C@H]3O)[C@H](N)C[C@@H]2N)[C@H](N)CC1.CC(NC)[C@H]1O[C@H](O[C@H]2[C@H](O)[C@@H](O[C@H]3OC[C@@](O)(C)[C@H](NC)[C@H]3O)[C@H](N)C[C@@H]2N)[C@H](N)CC1.C[C@@]1(O)[C@H](NC)[C@@H](O)[C@@H](O[C@@H]2[C@@H](O)[C@H](O[C@H]3O[C@H](CN)CC[C@H]3N)[C@@H](N)C[C@H]2N)OC1.OS(O)(=O)=O.O.OS(O)(=O)=O. Product: [NH2:43][C:6]1[C:5]2[C:10](=[N:11][C:12]3[C:17]([CH:4]=2)=[CH:16][CH:15]=[CH:14][CH:13]=3)[CH:9]=[CH:8][CH:7]=1. The catalyst class is: 5.